This data is from Full USPTO retrosynthesis dataset with 1.9M reactions from patents (1976-2016). The task is: Predict the reactants needed to synthesize the given product. The reactants are: Cl.[O:2]1[C:6]2=[CH:7][N:8]=[CH:9][CH:10]=[C:5]2[C:4](=[O:11])[CH2:3]1.N1C=CN=C1.[C:17]([Si:21](Cl)([C:28]1[CH:33]=[CH:32][CH:31]=[CH:30][CH:29]=1)[C:22]1[CH:27]=[CH:26][CH:25]=[CH:24][CH:23]=1)([CH3:20])([CH3:19])[CH3:18]. Given the product [Si:21]([O:11][C:4]1[C:5]2[C:6](=[CH:7][N:8]=[CH:9][CH:10]=2)[O:2][CH:3]=1)([C:17]([CH3:20])([CH3:19])[CH3:18])([C:28]1[CH:29]=[CH:30][CH:31]=[CH:32][CH:33]=1)[C:22]1[CH:27]=[CH:26][CH:25]=[CH:24][CH:23]=1, predict the reactants needed to synthesize it.